This data is from Forward reaction prediction with 1.9M reactions from USPTO patents (1976-2016). The task is: Predict the product of the given reaction. (1) The product is: [Br:10][C:11]1[CH:16]=[CH:15][C:14]([Cl:17])=[CH:13][C:12]=1[CH2:18][O:9][C:5]1[CH:6]=[CH:7][CH:8]=[C:3]([O:2][CH3:1])[CH:4]=1. Given the reactants [CH3:1][O:2][C:3]1[CH:4]=[C:5]([OH:9])[CH:6]=[CH:7][CH:8]=1.[Br:10][C:11]1[CH:16]=[CH:15][C:14]([Cl:17])=[CH:13][C:12]=1[CH2:18]Br.C(=O)([O-])[O-].[K+].[K+].O, predict the reaction product. (2) Given the reactants [Br:1][C:2]1[CH:3]=[C:4]([OH:8])[CH:5]=[N:6][CH:7]=1.[O:9]1[CH2:11][CH:10]1[CH2:12]O.C1(P(C2C=CC=CC=2)C2C=CC=CC=2)C=CC=CC=1.N(C(OC(C)(C)C)=O)=NC(OC(C)(C)C)=O, predict the reaction product. The product is: [Br:1][C:2]1[CH:7]=[N:6][CH:5]=[C:4]([O:8][CH2:12][CH:10]2[CH2:11][O:9]2)[CH:3]=1. (3) Given the reactants [NH2:1][CH2:2][CH2:3][C@@:4]1([C:27]2[CH:32]=[CH:31][C:30]([F:33])=[CH:29][CH:28]=2)[O:9][C:8](=[O:10])[N:7]([C@H:11]([C:13]2[CH:18]=[CH:17][C:16]([C:19]3[CH:24]=[CH:23][C:22]([F:25])=[CH:21][C:20]=3[F:26])=[CH:15][CH:14]=2)[CH3:12])[CH2:6][CH2:5]1.[C:34]([N:36]=[C:37](SC)[S:38][CH3:39])#[N:35], predict the reaction product. The product is: [C:34]([N:36]=[C:37]([S:38][CH3:39])[NH:1][CH2:2][CH2:3][C@@:4]1([C:27]2[CH:28]=[CH:29][C:30]([F:33])=[CH:31][CH:32]=2)[O:9][C:8](=[O:10])[N:7]([C@H:11]([C:13]2[CH:14]=[CH:15][C:16]([C:19]3[CH:24]=[CH:23][C:22]([F:25])=[CH:21][C:20]=3[F:26])=[CH:17][CH:18]=2)[CH3:12])[CH2:6][CH2:5]1)#[N:35]. (4) Given the reactants [Al+3].[Cl-].[Cl-].[Cl-].[CH3:5][C:6]1([CH3:17])[C:10]2[CH:11]=[C:12]([CH:15]=[O:16])[CH:13]=[CH:14][C:9]=2[O:8][CH2:7]1.[Br:18]Br.Cl, predict the reaction product. The product is: [Br:18][C:14]1[C:9]2[O:8][CH2:7][C:6]([CH3:17])([CH3:5])[C:10]=2[CH:11]=[C:12]([CH:15]=[O:16])[CH:13]=1. (5) Given the reactants C([BH-](CC)CC)C.[Li+].[Br:9][C:10]1[CH:15]=[CH:14][C:13]([C@@H:16]([N:18]2[CH2:23][CH2:22][C@:21]([CH2:30][C:31]3([CH3:34])[CH2:33][O:32]3)([C:24]3[CH:29]=[CH:28][CH:27]=[CH:26][CH:25]=3)[O:20][C:19]2=[O:35])[CH3:17])=[C:12]([CH3:36])[CH:11]=1, predict the reaction product. The product is: [Br:9][C:10]1[CH:15]=[CH:14][C:13]([C@@H:16]([N:18]2[CH2:23][CH2:22][C@:21]([CH2:30][C:31]([OH:32])([CH3:34])[CH3:33])([C:24]3[CH:25]=[CH:26][CH:27]=[CH:28][CH:29]=3)[O:20][C:19]2=[O:35])[CH3:17])=[C:12]([CH3:36])[CH:11]=1. (6) Given the reactants [Br:1][C:2]1[CH2:6][CH:5]([C:7]([O:9][CH3:10])=[O:8])[N:4]([C:11]2[CH:16]=[CH:15][CH:14]=[CH:13][C:12]=2[Cl:17])[N:3]=1.[Mn]([O-])(=O)(=O)=O.[K+], predict the reaction product. The product is: [Br:1][C:2]1[CH:6]=[C:5]([C:7]([O:9][CH3:10])=[O:8])[N:4]([C:11]2[CH:16]=[CH:15][CH:14]=[CH:13][C:12]=2[Cl:17])[N:3]=1. (7) Given the reactants [CH2:1]([C:3]1[CH:8]=[CH:7][C:6]([C@H:9]2[CH2:14][C@@H:13]([C:15]([F:18])([F:17])[F:16])[N:12]3[N:19]=[CH:20][C:21]([C:22](O)=[O:23])=[C:11]3[NH:10]2)=[CH:5][CH:4]=1)[CH3:2].CN(C(ON1N=NC2C=CC=NC1=2)=[N+](C)C)C.F[P-](F)(F)(F)(F)F.C(N(CC)C(C)C)(C)C.[F:58][C:59]1[C:60]([CH2:66][NH2:67])=[N:61][CH:62]=[C:63]([CH3:65])[CH:64]=1, predict the reaction product. The product is: [CH2:1]([C:3]1[CH:4]=[CH:5][C:6]([C@H:9]2[CH2:14][C@@H:13]([C:15]([F:17])([F:16])[F:18])[N:12]3[N:19]=[CH:20][C:21]([C:22]([NH:67][CH2:66][C:60]4[C:59]([F:58])=[CH:64][C:63]([CH3:65])=[CH:62][N:61]=4)=[O:23])=[C:11]3[NH:10]2)=[CH:7][CH:8]=1)[CH3:2]. (8) Given the reactants Cl.Cl.Cl.[O:4]1[C:12]2[CH:11]=[CH:10][N:9]=[C:8]([N:13]3[CH2:18][CH2:17][N:16]([CH2:19][CH2:20][C@H:21]4[CH2:26][CH2:25][C@H:24]([NH2:27])[CH2:23][CH2:22]4)[CH2:15][CH2:14]3)[C:7]=2[CH2:6][CH2:5]1.[O:28]1[C:32]2[CH:33]=[CH:34][C:35]([CH2:37][C:38](O)=[O:39])=[CH:36][C:31]=2[O:30][CH2:29]1, predict the reaction product. The product is: [O:28]1[C:32]2[CH:33]=[CH:34][C:35]([CH2:37][C:38]([NH:27][C@H:24]3[CH2:25][CH2:26][C@H:21]([CH2:20][CH2:19][N:16]4[CH2:17][CH2:18][N:13]([C:8]5[C:7]6[CH2:6][CH2:5][O:4][C:12]=6[CH:11]=[CH:10][N:9]=5)[CH2:14][CH2:15]4)[CH2:22][CH2:23]3)=[O:39])=[CH:36][C:31]=2[O:30][CH2:29]1. (9) Given the reactants [CH2:1]([N:4]([CH2:15][C:16]1[N:20]([CH2:21][C@H:22]2[CH2:27][CH2:26][CH2:25][N:24](C(OC(C)(C)C)=O)[CH2:23]2)[C:19]2[CH:35]=[CH:36][CH:37]=[CH:38][C:18]=2[N:17]=1)[C@@H:5]1[C:14]2[N:13]=[CH:12][CH:11]=[CH:10][C:9]=2[CH2:8][CH2:7][CH2:6]1)[CH2:2][CH3:3].CN(CC1N(C[C@H]2CCCNC2)C2C=CC=CC=2N=1)[C@@H]1C2N=CC=CC=2CCC1, predict the reaction product. The product is: [NH:24]1[CH2:25][CH2:26][CH2:27][C@H:22]([CH2:21][N:20]2[C:19]3[CH:35]=[CH:36][CH:37]=[CH:38][C:18]=3[N:17]=[C:16]2[CH2:15][N:4]([CH2:1][CH2:2][CH3:3])[C@@H:5]2[C:14]3[N:13]=[CH:12][CH:11]=[CH:10][C:9]=3[CH2:8][CH2:7][CH2:6]2)[CH2:23]1.